Dataset: Retrosynthesis with 50K atom-mapped reactions and 10 reaction types from USPTO. Task: Predict the reactants needed to synthesize the given product. (1) Given the product Cc1cc(N2CCC(c3ccc(C(=O)Nc4cccc(C(C)(C)C)c4)cc3)CC2)ccc1C(=O)O, predict the reactants needed to synthesize it. The reactants are: CC(C)(C)c1cccc(NC(=O)c2ccc(C3CCNCC3)cc2)c1.Cc1cc(Br)ccc1C(=O)O. (2) Given the product COC(=O)Nc1ccc(Cl)c(-c2nc3cc(C)ccc3n2C)c1, predict the reactants needed to synthesize it. The reactants are: COC(=O)Cl.Cc1ccc2c(c1)nc(-c1cc(N)ccc1Cl)n2C. (3) Given the product CCOC(=O)C1(c2ccccc2)CCN(C2CCC(C#N)(c3ccccn3)CC2)CC1, predict the reactants needed to synthesize it. The reactants are: CCOC(=O)C1(c2ccccc2)CCN(C2=CCC(C#N)(c3ccccn3)CC2)CC1. (4) The reactants are: CCOC(=O)[C@H]1CCCN(C(=O)c2ccc(-c3noc(C(F)(F)F)c3C)s2)C1.N. Given the product Cc1c(-c2ccc(C(=O)N3CCC[C@H](C(N)=O)C3)s2)noc1C(F)(F)F, predict the reactants needed to synthesize it. (5) Given the product Ic1ccc(CCCOC2CCCCO2)cc1, predict the reactants needed to synthesize it. The reactants are: C1=COCCC1.OCCCc1ccc(I)cc1.